The task is: Regression. Given a peptide amino acid sequence and an MHC pseudo amino acid sequence, predict their binding affinity value. This is MHC class I binding data.. This data is from Peptide-MHC class I binding affinity with 185,985 pairs from IEDB/IMGT. (1) The peptide sequence is VCYVPHFKVGW. The MHC is Mamu-B52 with pseudo-sequence Mamu-B52. The binding affinity (normalized) is 0.254. (2) The peptide sequence is YSLLNRKAI. The MHC is HLA-A02:11 with pseudo-sequence HLA-A02:11. The binding affinity (normalized) is 0.0847. (3) The peptide sequence is HETTYNSI. The MHC is H-2-Kk with pseudo-sequence H-2-Kk. The binding affinity (normalized) is 1.00. (4) The peptide sequence is YHLGGIEGL. The MHC is HLA-B38:01 with pseudo-sequence HLA-B38:01. The binding affinity (normalized) is 0.516. (5) The peptide sequence is FPRCRYVHK. The MHC is HLA-B15:01 with pseudo-sequence HLA-B15:01. The binding affinity (normalized) is 0.0847. (6) The peptide sequence is NTSTCFQEY. The MHC is HLA-A69:01 with pseudo-sequence HLA-A69:01. The binding affinity (normalized) is 0.0847. (7) The peptide sequence is FPREGVFVF. The MHC is HLA-A03:01 with pseudo-sequence HLA-A03:01. The binding affinity (normalized) is 0.0533. (8) The peptide sequence is IEAQQHLL. The MHC is H-2-Kk with pseudo-sequence H-2-Kk. The binding affinity (normalized) is 0.724.